Dataset: Reaction yield outcomes from USPTO patents with 853,638 reactions. Task: Predict the reaction yield, written as a fraction of the theoretical maximum amount of product (1.0 means a 100% yield; for example, 0.34 means a 34% yield). (1) The reactants are Cl.[NH:2]1[CH2:7][CH:6]=[C:5]([CH2:8][C:9]2[S:10][CH:11]=[CH:12][N:13]=2)[CH2:4][CH2:3]1.C(N(CC)CC)C.[C:21](Cl)(=[O:24])[CH:22]=[CH2:23]. The catalyst is C(Cl)Cl.O. The product is [S:10]1[CH:11]=[CH:12][N:13]=[C:9]1[CH2:8][C:5]1[CH2:4][CH2:3][N:2]([C:21](=[O:24])[CH:22]=[CH2:23])[CH2:7][CH:6]=1. The yield is 0.260. (2) The reactants are [F:1][C:2]1[CH:3]=[C:4]2[C:8](=[CH:9][CH:10]=1)[NH:7][C:6](=[O:11])[C:5]2=[O:12].[H-].[Na+].[CH3:15][O:16][C:17]1[CH:24]=[CH:23][C:20]([CH2:21]Cl)=[CH:19][CH:18]=1.O. The catalyst is CN(C=O)C.C(OCC)(=O)C.CCCCCC. The product is [F:1][C:2]1[CH:3]=[C:4]2[C:8](=[CH:9][CH:10]=1)[N:7]([CH2:21][C:20]1[CH:23]=[CH:24][C:17]([O:16][CH3:15])=[CH:18][CH:19]=1)[C:6](=[O:11])[C:5]2=[O:12]. The yield is 0.800. (3) The reactants are [CH3:1][O:2][C:3]1[CH:4]=[C:5]2[C:9](=[CH:10][C:11]=1[O:12][CH3:13])[CH2:8][C:7]([C:14]([NH:16][C:17]1[CH:26]=[CH:25][CH:24]=[CH:23][C:18]=1[C:19]([O:21]C)=[O:20])=[O:15])=[CH:6]2.[OH-].[Na+]. The catalyst is C1COCC1.CO. The product is [CH3:1][O:2][C:3]1[CH:4]=[C:5]2[C:9](=[CH:10][C:11]=1[O:12][CH3:13])[CH2:8][C:7]([C:14]([NH:16][C:17]1[CH:26]=[CH:25][CH:24]=[CH:23][C:18]=1[C:19]([OH:21])=[O:20])=[O:15])=[CH:6]2. The yield is 0.870. (4) The reactants are [F:1][C:2]([F:41])([F:40])[C:3]1[C:12]([O:13][C@H:14]2[CH2:19][CH2:18][C@@H:17]([C:20]([F:23])([F:22])[F:21])[CH2:16][CH2:15]2)=[CH:11][CH:10]=[C:9]2[C:4]=1[CH:5]=[CH:6][C:7]([CH2:24][C:25]([N:27]1[CH:32]3[CH2:33][CH2:34][CH2:35][CH:28]1[CH2:29][CH:30]([C:36]([O:38][CH3:39])=[O:37])[CH2:31]3)=O)=[CH:8]2.B.C1COCC1. The catalyst is C1COCC1.O. The product is [F:41][C:2]([F:1])([F:40])[C:3]1[C:12]([O:13][C@H:14]2[CH2:15][CH2:16][C@@H:17]([C:20]([F:22])([F:23])[F:21])[CH2:18][CH2:19]2)=[CH:11][CH:10]=[C:9]2[C:4]=1[CH:5]=[CH:6][C:7]([CH2:24][CH2:25][N:27]1[CH:28]3[CH2:35][CH2:34][CH2:33][CH:32]1[CH2:31][CH:30]([C:36]([O:38][CH3:39])=[O:37])[CH2:29]3)=[CH:8]2. The yield is 0.310. (5) The product is [NH:1]1[C:12]2[C:4](=[CH:5][CH:6]=[C:7]3[C:11]=2[CH:10]=[CH:9][NH:8]3)[CH:3]=[C:2]1[C:13]([OH:15])=[O:14]. The reactants are [NH:1]1[C:12]2[C:4](=[CH:5][CH:6]=[C:7]3[C:11]=2[CH:10]=[CH:9][NH:8]3)[CH:3]=[C:2]1[C:13]([O:15]C)=[O:14].C[Si](C)(C)[O-].[K+]. The catalyst is O1CCCC1. The yield is 0.440.